This data is from Forward reaction prediction with 1.9M reactions from USPTO patents (1976-2016). The task is: Predict the product of the given reaction. (1) Given the reactants [Mg].[F:2][C:3]1[CH:4]=[C:5](Br)[CH:6]=[C:7]([F:9])[CH:8]=1.[CH2:11]1[O:21][C:14]2([CH2:19][CH2:18][C:17](=[O:20])[CH2:16][CH2:15]2)[O:13][CH2:12]1.Cl, predict the reaction product. The product is: [CH2:12]1[O:13][C:14]2([CH2:19][CH2:18][C:17]([C:5]3[CH:4]=[C:3]([F:2])[CH:8]=[C:7]([F:9])[CH:6]=3)([OH:20])[CH2:16][CH2:15]2)[O:21][CH2:11]1. (2) Given the reactants Br[C:2]1[CH:7]=[CH:6][CH:5]=[CH:4][C:3]=1[S:8][C:9]1[CH:14]=[CH:13][C:12]([CH3:15])=[CH:11][C:10]=1[CH3:16].C([N:24]1[CH2:29][CH2:28][NH:27][CH2:26][CH2:25]1)(OC(C)(C)C)=O.C1C=CC(P(C2C(C3C(P(C4C=CC=CC=4)C4C=CC=CC=4)=CC=C4C=3C=CC=C4)=C3C(C=CC=C3)=CC=2)C2C=CC=CC=2)=CC=1.[C:76]([OH:83])(=[O:82])/[CH:77]=[CH:78]/[C:79]([OH:81])=[O:80], predict the reaction product. The product is: [C:76]([OH:83])(=[O:82])/[CH:77]=[CH:78]/[C:79]([OH:81])=[O:80].[CH3:16][C:10]1[CH:11]=[C:12]([CH3:15])[CH:13]=[CH:14][C:9]=1[S:8][C:3]1[CH:4]=[CH:5][CH:6]=[CH:7][C:2]=1[N:24]1[CH2:29][CH2:28][NH:27][CH2:26][CH2:25]1. (3) Given the reactants [Si]([O:8][C:9]1([C:13]2[CH:14]=[CH:15][C:16]3[C:17]4[N:38]=[CH:37][C:36]([C:39]5[C:40]([CH3:45])=[N:41][O:42][C:43]=5[CH3:44])=[CH:35][C:18]=4[N:19]([C@H:22]([C:29]4[CH:34]=[CH:33][CH:32]=[CH:31][CH:30]=4)[CH:23]4[CH2:28][CH2:27][O:26][CH2:25][CH2:24]4)[C:20]=3[CH:21]=2)[CH2:12][O:11][CH2:10]1)(C(C)(C)C)(C)C.CCCC[N+](CCCC)(CCCC)CCCC.[F-], predict the reaction product. The product is: [CH3:44][C:43]1[O:42][N:41]=[C:40]([CH3:45])[C:39]=1[C:36]1[CH:37]=[N:38][C:17]2[C:16]3[CH:15]=[CH:14][C:13]([C:9]4([OH:8])[CH2:10][O:11][CH2:12]4)=[CH:21][C:20]=3[N:19]([C@@H:22]([CH:23]3[CH2:28][CH2:27][O:26][CH2:25][CH2:24]3)[C:29]3[CH:34]=[CH:33][CH:32]=[CH:31][CH:30]=3)[C:18]=2[CH:35]=1. (4) Given the reactants [C:1]([C@@:9]1([OH:37])[C@@H:17]([O:18][C:19](=[O:26])[C:20]2[CH:25]=[CH:24][CH:23]=[CH:22][CH:21]=2)[C@H:16]([O:27][CH2:28][C:29]2[CH:34]=[CH:33][CH:32]=[CH:31][CH:30]=2)[C@@H:15]([CH2:35][OH:36])[O:14][C@H:10]1[S:11][CH2:12][CH3:13])(=[O:8])[C:2]1[CH:7]=[CH:6][CH:5]=[CH:4][CH:3]=1.N1C=CC=CC=1.[C:44](OC(=O)C)(=[O:46])[CH3:45], predict the reaction product. The product is: [C:44]([O:36][CH2:35][C@H:15]1[O:14][C@@H:10]([S:11][CH2:12][CH3:13])[C@:9]([C:1](=[O:8])[C:2]2[CH:7]=[CH:6][CH:5]=[CH:4][CH:3]=2)([OH:37])[C@@H:17]([O:18][C:19](=[O:26])[C:20]2[CH:25]=[CH:24][CH:23]=[CH:22][CH:21]=2)[C@@H:16]1[O:27][CH2:28][C:29]1[CH:34]=[CH:33][CH:32]=[CH:31][CH:30]=1)(=[O:46])[CH3:45]. (5) Given the reactants [CH3:1][N:2]([CH:25]1[CH2:30][CH2:29][N:28]([CH3:31])[CH2:27][CH2:26]1)[C:3]([N:5]1[CH:9]([C:10]2[CH:15]=[CH:14][CH:13]=[CH:12][CH:11]=2)[CH:8]2[CH2:16][O:17][C:18]3[CH:19]=[CH:20][C:21]([F:24])=[CH:22][C:23]=3[C:7]2=[N:6]1)=[O:4].FC1C=CC2OC[C@H]3[C@@H](C4C=CC=CC=4)N(C(Cl)=O)N=C3C=2C=1.FC1C=CC2OCC3C(C4C=CC=CC=4)N(C(Cl)=O)N=C3C=2C=1, predict the reaction product. The product is: [CH3:1][N:2]([CH:25]1[CH2:30][CH2:29][N:28]([CH3:31])[CH2:27][CH2:26]1)[C:3]([N:5]1[C@H:9]([C:10]2[CH:11]=[CH:12][CH:13]=[CH:14][CH:15]=2)[C@@H:8]2[CH2:16][O:17][C:18]3[CH:19]=[CH:20][C:21]([F:24])=[CH:22][C:23]=3[C:7]2=[N:6]1)=[O:4].